Dataset: Peptide-MHC class I binding affinity with 185,985 pairs from IEDB/IMGT. Task: Regression. Given a peptide amino acid sequence and an MHC pseudo amino acid sequence, predict their binding affinity value. This is MHC class I binding data. (1) The binding affinity (normalized) is 0.703. The MHC is Mamu-B8701 with pseudo-sequence Mamu-B8701. The peptide sequence is ADENPDKSTL. (2) The peptide sequence is MAAEQRRSTI. The MHC is HLA-A02:03 with pseudo-sequence HLA-A02:03. The binding affinity (normalized) is 0.268.